Predict the reactants needed to synthesize the given product. From a dataset of Full USPTO retrosynthesis dataset with 1.9M reactions from patents (1976-2016). (1) Given the product [C:1]([C:3]1[CH:4]=[C:5]([C:22]2[CH:27]=[CH:26][C:25]([C:28]([OH:30])=[O:29])=[CH:24][C:23]=2[F:32])[CH:6]=[CH:7][C:8]=1[O:9][CH2:10][CH:11]1[CH2:16][CH2:15][N:14]([CH2:17][C:18]([F:21])([CH3:20])[CH3:19])[CH2:13][CH2:12]1)#[N:2], predict the reactants needed to synthesize it. The reactants are: [C:1]([C:3]1[CH:4]=[C:5]([C:22]2[CH:27]=[CH:26][C:25]([C:28]([O:30]C)=[O:29])=[CH:24][C:23]=2[F:32])[CH:6]=[CH:7][C:8]=1[O:9][CH2:10][CH:11]1[CH2:16][CH2:15][N:14]([CH2:17][C:18]([F:21])([CH3:20])[CH3:19])[CH2:13][CH2:12]1)#[N:2].O[Li].O. (2) Given the product [Cl:9][C:8]1[N:1]=[C:2]([Cl:3])[N:4]=[C:5]([O:10][CH2:11][C@H:12]2[CH2:14][C@H:13]2[C:15]#[N:16])[N:7]=1, predict the reactants needed to synthesize it. The reactants are: [N:1]1[C:8]([Cl:9])=[N:7][C:5](Cl)=[N:4][C:2]=1[Cl:3].[OH:10][CH2:11][C@H:12]1[CH2:14][C@H:13]1[C:15]#[N:16].CCN(C(C)C)C(C)C. (3) Given the product [C:1]([N:5]1[CH2:22][CH:21]([CH2:23][CH3:24])[O:20][C:7]2([CH2:12][CH2:11][NH:10][CH2:9][CH2:8]2)[CH2:6]1)([CH3:4])([CH3:3])[CH3:2], predict the reactants needed to synthesize it. The reactants are: [C:1]([N:5]1[CH2:22][CH:21]([CH2:23][CH3:24])[O:20][C:7]2([CH2:12][CH2:11][N:10](C(OC(C)(C)C)=O)[CH2:9][CH2:8]2)[CH2:6]1)([CH3:4])([CH3:3])[CH3:2].Cl.O1CCOCC1. (4) Given the product [Br:1][C:2]1[C:10]2[C:5](=[N:6][CH:7]=[N:8][C:9]=2[NH2:22])[N:4]([CH:12]2[CH2:21][CH2:20][C:15]3([O:19][CH2:18][CH2:17][O:16]3)[CH2:14][CH2:13]2)[N:3]=1, predict the reactants needed to synthesize it. The reactants are: [Br:1][C:2]1[C:10]2[C:5](=[N:6][CH:7]=[N:8][C:9]=2Cl)[N:4]([CH:12]2[CH2:21][CH2:20][C:15]3([O:19][CH2:18][CH2:17][O:16]3)[CH2:14][CH2:13]2)[N:3]=1.[NH3:22]. (5) Given the product [C:30]([O:34][C:35]([N:37]1[CH2:38][C@H:39]([F:43])[C@H:40]([N:19]2[C:18](=[O:23])[C:17](=[CH:16][C:12]3[CH:11]=[C:10]4[C:15](=[CH:14][CH:13]=3)[N:7]([CH2:6][C:5]3[CH:24]=[CH:25][C:2]([Cl:1])=[CH:3][C:4]=3[C:26]([F:27])([F:29])[F:28])[N:8]=[CH:9]4)[S:21][C:20]2=[O:22])[CH2:41]1)=[O:36])([CH3:33])([CH3:31])[CH3:32], predict the reactants needed to synthesize it. The reactants are: [Cl:1][C:2]1[CH:25]=[CH:24][C:5]([CH2:6][N:7]2[C:15]3[C:10](=[CH:11][C:12]([CH:16]=[C:17]4[S:21][C:20](=[O:22])[NH:19][C:18]4=[O:23])=[CH:13][CH:14]=3)[CH:9]=[N:8]2)=[C:4]([C:26]([F:29])([F:28])[F:27])[CH:3]=1.[C:30]([O:34][C:35]([N:37]1[CH2:41][C@@H:40](O)[C@H:39]([F:43])[CH2:38]1)=[O:36])([CH3:33])([CH3:32])[CH3:31]. (6) The reactants are: C([O:4][C:5]1[CH:10]=[CH:9][C:8]([C@H:11]2[C@H:16]([O:17][Si:18]([CH:25]([CH3:27])[CH3:26])([CH:22]([CH3:24])[CH3:23])[CH:19]([CH3:21])[CH3:20])[CH2:15][N:14]([C:28]([O:30][CH2:31][C:32]3[CH:37]=[CH:36][CH:35]=[CH:34][CH:33]=3)=[O:29])[CH2:13][C@@H:12]2[O:38][CH2:39][C:40]2[CH:41]=[CH:42][C:43]3[O:48][CH2:47][C:46](=[O:49])[N:45]([CH2:50][CH2:51][CH2:52][O:53][CH3:54])[C:44]=3[CH:55]=2)=[CH:7][CH:6]=1)C=C.C(=O)([O-])[O-].[K+].[K+]. Given the product [OH:4][C:5]1[CH:6]=[CH:7][C:8]([C@H:11]2[C@H:16]([O:17][Si:18]([CH:25]([CH3:27])[CH3:26])([CH:19]([CH3:20])[CH3:21])[CH:22]([CH3:24])[CH3:23])[CH2:15][N:14]([C:28]([O:30][CH2:31][C:32]3[CH:37]=[CH:36][CH:35]=[CH:34][CH:33]=3)=[O:29])[CH2:13][C@@H:12]2[O:38][CH2:39][C:40]2[CH:41]=[CH:42][C:43]3[O:48][CH2:47][C:46](=[O:49])[N:45]([CH2:50][CH2:51][CH2:52][O:53][CH3:54])[C:44]=3[CH:55]=2)=[CH:9][CH:10]=1, predict the reactants needed to synthesize it. (7) Given the product [CH2:1]([O:8][C:9]1[CH:10]=[CH:11][C:12]2[CH2:13][C@H:14]3[N:26]([CH2:27][CH:28]4[CH2:29][CH2:30]4)[CH2:25][CH2:24][C@:20]45[C:21]=2[C:22]=1[O:23][C@H:19]4[C@@H:18]([N:31]1[CH2:35][CH2:34][CH:33]([CH2:43][C:42]2[CH:45]=[CH:46][C:39]([F:38])=[CH:40][CH:41]=2)[C:32]1=[O:36])[CH2:17][CH2:16][C@@:15]35[OH:37])[C:2]1[CH:3]=[CH:4][CH:5]=[CH:6][CH:7]=1, predict the reactants needed to synthesize it. The reactants are: [CH2:1]([O:8][C:9]1[CH:10]=[CH:11][C:12]2[CH2:13][C@H:14]3[N:26]([CH2:27][CH:28]4[CH2:30][CH2:29]4)[CH2:25][CH2:24][C@:20]45[C:21]=2[C:22]=1[O:23][C@H:19]4[C@@H:18]([N:31]1[CH2:35][CH2:34][CH2:33][C:32]1=[O:36])[CH2:17][CH2:16][C@@:15]35[OH:37])[C:2]1[CH:7]=[CH:6][CH:5]=[CH:4][CH:3]=1.[F:38][C:39]1[CH:46]=[CH:45][C:42]([CH2:43]Br)=[CH:41][CH:40]=1.